This data is from Catalyst prediction with 721,799 reactions and 888 catalyst types from USPTO. The task is: Predict which catalyst facilitates the given reaction. Reactant: [C:1]([OH:9])(=[O:8])[C@H:2]([CH2:4][C:5]([OH:7])=[O:6])[OH:3].[CH3:10][N:11]([CH2:31][C@@H:32]1[C:35]2[CH:36]=[C:37]([O:42][CH3:43])[C:38]([O:40][CH3:41])=[CH:39][C:34]=2[CH2:33]1)[CH2:12][CH2:13][CH2:14][N:15]1[C:25](=[O:26])[CH2:24][C:23]2[C:18](=[CH:19][C:20]([O:29][CH3:30])=[C:21]([O:27][CH3:28])[CH:22]=2)[CH2:17][CH2:16]1. Product: [CH3:10][N:11]([CH2:31][C@@H:32]1[C:35]2[CH:36]=[C:37]([O:42][CH3:43])[C:38]([O:40][CH3:41])=[CH:39][C:34]=2[CH2:33]1)[CH2:12][CH2:13][CH2:14][N:15]1[C:25](=[O:26])[CH2:24][C:23]2[C:18](=[CH:19][C:20]([O:29][CH3:30])=[C:21]([O:27][CH3:28])[CH:22]=2)[CH2:17][CH2:16]1.[C:1]([O-:9])(=[O:8])[C@H:2]([CH2:4][C:5]([O-:7])=[O:6])[OH:3]. The catalyst class is: 10.